Dataset: Full USPTO retrosynthesis dataset with 1.9M reactions from patents (1976-2016). Task: Predict the reactants needed to synthesize the given product. (1) Given the product [OH:4][S:2]([C:5]([F:8])([F:7])[F:6])(=[O:3])=[O:1].[CH3:29][N:23]1[C:24]([CH:27]=[CH:50][CH:39]([C:40]2[S:41][C:42]3[CH:48]=[CH:47][CH:46]=[CH:45][C:43]=3[N:44]=2)[C:31]2[S:30][C:34]3[CH:35]=[CH:36][CH:37]=[CH:38][C:33]=3[N:32]=2)=[CH:25][CH:26]=[C:22]1[CH:21]=[CH:20][C:13]1[C:14]2[C:19](=[CH:18][CH:17]=[CH:16][CH:15]=2)[N:10]([CH3:9])[CH2:11][CH:12]=1, predict the reactants needed to synthesize it. The reactants are: [OH:1][S:2]([C:5]([F:8])([F:7])[F:6])(=[O:4])=[O:3].[CH3:9][N:10]1[C:19]2[C:14](=[CH:15][CH:16]=[CH:17][CH:18]=2)[C:13]([CH:20]=[CH:21][C:22]2[N:23]([CH3:29])[C:24]([CH:27]=O)=[CH:25][CH:26]=2)=[CH:12][CH2:11]1.[S:30]1[C:34]2[CH:35]=[CH:36][CH:37]=[CH:38][C:33]=2[N:32]=[C:31]1[CH2:39][C:40]1[S:41][C:42]2[CH:48]=[CH:47][CH:46]=[CH:45][C:43]=2[N:44]=1.N1CCCC[CH2:50]1. (2) Given the product [C:3]([O:7][C:8]([N:10]1[CH2:15][CH2:14][NH:13][C:12](=[O:16])[CH:11]1[CH2:17][C:18]([OH:20])=[O:19])=[O:9])([CH3:6])([CH3:4])[CH3:5], predict the reactants needed to synthesize it. The reactants are: [OH-].[Na+].[C:3]([O:7][C:8]([N:10]1[CH2:15][CH2:14][NH:13][C:12](=[O:16])[CH:11]1[CH2:17][C:18]([O:20]CC)=[O:19])=[O:9])([CH3:6])([CH3:5])[CH3:4]. (3) Given the product [CH3:20][O:21][C:22]1[CH:27]=[C:26]([C:2]2[CH:19]=[CH:18][CH:17]=[C:4]([C:5]([N:7]([C:9]3[CH:14]=[CH:13][CH:12]=[C:11]([O:15][CH3:16])[CH:10]=3)[CH3:8])=[O:6])[CH:3]=2)[CH:25]=[CH:24][CH:23]=1, predict the reactants needed to synthesize it. The reactants are: Br[C:2]1[CH:3]=[C:4]([CH:17]=[CH:18][CH:19]=1)[C:5]([N:7]([C:9]1[CH:14]=[CH:13][CH:12]=[C:11]([O:15][CH3:16])[CH:10]=1)[CH3:8])=[O:6].[CH3:20][O:21][C:22]1[CH:23]=[C:24](B(O)O)[CH:25]=[CH:26][CH:27]=1. (4) Given the product [CH3:19][C:20]1[N:24]([CH2:25][CH2:26][CH2:27][N:28]2[C:15](=[O:17])[C:5]3[C:6]4[CH2:14][CH2:13][CH2:12][CH2:11][CH2:10][CH2:9][C:7]=4[S:8][C:4]=3[NH:1][C:2]2=[S:3])[CH:23]=[N:22][CH:21]=1, predict the reactants needed to synthesize it. The reactants are: [N:1]([C:4]1[S:8][C:7]2[CH2:9][CH2:10][CH2:11][CH2:12][CH2:13][CH2:14][C:6]=2[C:5]=1[C:15]([O:17]C)=O)=[C:2]=[S:3].[CH3:19][C:20]1[N:24]([CH2:25][CH2:26][CH2:27][NH2:28])[CH:23]=[N:22][CH:21]=1. (5) Given the product [Br-:22].[CH2:15]([N+:5]1[CH:6]=[CH:7][C:2]([CH3:1])=[C:3]2[C:14]3[CH:13]=[CH:12][CH:11]=[CH:10][C:9]=3[CH2:8][C:4]=12)[C:16]1[CH:21]=[CH:20][CH:19]=[CH:18][CH:17]=1, predict the reactants needed to synthesize it. The reactants are: [CH3:1][C:2]1[CH:7]=[CH:6][N:5]=[C:4]2[CH2:8][C:9]3[CH:10]=[CH:11][CH:12]=[CH:13][C:14]=3[C:3]=12.[CH2:15]([Br:22])[C:16]1[CH:21]=[CH:20][CH:19]=[CH:18][CH:17]=1. (6) Given the product [F:17][C:18]1[CH:19]=[C:20]([CH:23]=[CH:24][C:25]=1[O:14][CH2:13][C:10]1[CH:9]=[CH:8][C:7]([F:6])=[CH:12][N:11]=1)[CH:21]=[O:22], predict the reactants needed to synthesize it. The reactants are: CN(C)C=O.[F:6][C:7]1[CH:8]=[CH:9][C:10]([CH2:13][OH:14])=[N:11][CH:12]=1.[H-].[Na+].[F:17][C:18]1[CH:19]=[C:20]([CH:23]=[CH:24][C:25]=1F)[CH:21]=[O:22]. (7) Given the product [Br:34][CH2:4][CH2:3][CH:2]([CH3:1])[CH2:6][C:7]([CH3:10])([CH3:9])[CH3:8], predict the reactants needed to synthesize it. The reactants are: [CH3:1][CH:2]([CH2:6][C:7]([CH3:10])([CH3:9])[CH3:8])[CH2:3][CH2:4]O.C1(P(C2C=CC=CC=2)C2C=CC=CC=2)C=CC=CC=1.C(Cl)(Cl)Cl.[Br:34]N1C(=O)CCC1=O. (8) Given the product [CH2:10]([O:9][C:6]1[C:7]2[O:8][C:31]([CH3:32])=[N:1][C:2]=2[CH:3]=[C:4]([C:17]2[N:22]=[CH:21][C:20]([CH:23]=[C:24]3[S:28][C:27](=[O:29])[NH:26][C:25]3=[O:30])=[CH:19][CH:18]=2)[CH:5]=1)[C:11]1[CH:12]=[CH:13][CH:14]=[CH:15][CH:16]=1, predict the reactants needed to synthesize it. The reactants are: [NH2:1][C:2]1[CH:3]=[C:4]([C:17]2[N:22]=[CH:21][C:20]([CH:23]=[C:24]3[S:28][C:27](=[O:29])[NH:26][C:25]3=[O:30])=[CH:19][CH:18]=2)[CH:5]=[C:6]([O:9][CH2:10][C:11]2[CH:16]=[CH:15][CH:14]=[CH:13][CH:12]=2)[C:7]=1[OH:8].[C:31](OCC)(OCC)(OCC)[CH3:32].